This data is from Forward reaction prediction with 1.9M reactions from USPTO patents (1976-2016). The task is: Predict the product of the given reaction. (1) Given the reactants [C:1]([O:5][C:6]([NH:8][C:9]1[CH:10]=[C:11]([CH:15]=[CH:16][CH:17]=1)[C:12]([OH:14])=O)=[O:7])([CH3:4])([CH3:3])[CH3:2].CCN=C=NCCCN(C)C.C1C=CC2N(O)N=NC=2C=1.CCN(CC)CC.[NH2:46][CH2:47][CH:48]([OH:59])[CH2:49][N:50]1[CH2:58][C:57]2[C:52](=[CH:53][CH:54]=[CH:55][CH:56]=2)[CH2:51]1, predict the reaction product. The product is: [C:1]([O:5][C:6](=[O:7])[NH:8][C:9]1[CH:17]=[CH:16][CH:15]=[C:11]([C:12](=[O:14])[NH:46][CH2:47][CH:48]([OH:59])[CH2:49][N:50]2[CH2:58][C:57]3[C:52](=[CH:53][CH:54]=[CH:55][CH:56]=3)[CH2:51]2)[CH:10]=1)([CH3:2])([CH3:3])[CH3:4]. (2) Given the reactants [F:1][C:2]1[C:7]([F:8])=[C:6]([OH:9])[CH:5]=[CH:4][C:3]=1[CH2:10][N:11]1[C:19](=[O:20])[C:18]([C:21]([NH:23][C:24]2[CH:29]=[CH:28][C:27]([C:30]([F:33])([F:32])[F:31])=[CH:26][C:25]=2[C:34]2[CH:39]=[C:38]([C:40]([F:43])([F:42])[F:41])[N:37]=[CH:36][N:35]=2)=[O:22])=[C:17]([OH:44])[C:13]2([CH2:16][CH2:15][CH2:14]2)[N:12]1[CH3:45].O[CH2:47][C@@H:48]1[CH2:52][CH2:51][CH2:50][N:49]1[C:53]([O:55][C:56]([CH3:59])([CH3:58])[CH3:57])=[O:54].CN(C)C(N=NC(N(C)C)=O)=O, predict the reaction product. The product is: [F:8][C:7]1[C:2]([F:1])=[C:3]([CH2:10][N:11]2[C:19](=[O:20])[C:18]([C:21](=[O:22])[NH:23][C:24]3[CH:29]=[CH:28][C:27]([C:30]([F:32])([F:31])[F:33])=[CH:26][C:25]=3[C:34]3[CH:39]=[C:38]([C:40]([F:41])([F:42])[F:43])[N:37]=[CH:36][N:35]=3)=[C:17]([OH:44])[C:13]3([CH2:14][CH2:15][CH2:16]3)[N:12]2[CH3:45])[CH:4]=[CH:5][C:6]=1[O:9][CH2:47][C@@H:48]1[CH2:52][CH2:51][CH2:50][N:49]1[C:53]([O:55][C:56]([CH3:57])([CH3:59])[CH3:58])=[O:54]. (3) Given the reactants [CH3:1][C:2]1[N:7]=[C:6]([NH:8][C:9]2[CH:14]=[CH:13][C:12]([N+:15]([O-])=O)=[CH:11][CH:10]=2)[CH:5]=[CH:4][CH:3]=1.C1(N)C(F)=C(F)C(F)=C(N)C=1F.[ClH:30].Cl, predict the reaction product. The product is: [ClH:30].[ClH:30].[CH3:1][C:2]1[N:7]=[C:6]([NH:8][C:9]2[CH:10]=[CH:11][C:12]([NH2:15])=[CH:13][CH:14]=2)[CH:5]=[CH:4][CH:3]=1. (4) The product is: [CH:14]1([C:12]2[NH:11][N:10]=[C:9]([NH:8][C:6]3[C:5]([N+:17]([O-:19])=[O:18])=[CH:4][N:3]=[C:2]([NH:20][C@H:21]([C:24]4[CH:29]=[CH:28][C:27]([F:30])=[CH:26][CH:25]=4)[CH2:22][OH:23])[CH:7]=3)[CH:13]=2)[CH2:16][CH2:15]1. Given the reactants Cl[C:2]1[CH:7]=[C:6]([NH:8][C:9]2[CH:13]=[C:12]([CH:14]3[CH2:16][CH2:15]3)[NH:11][N:10]=2)[C:5]([N+:17]([O-:19])=[O:18])=[CH:4][N:3]=1.[NH2:20][C@H:21]([C:24]1[CH:29]=[CH:28][C:27]([F:30])=[CH:26][CH:25]=1)[CH2:22][OH:23].CCN(C(C)C)C(C)C, predict the reaction product. (5) Given the reactants [NH2:1][CH2:2][C:3]1[CH:4]=[C:5]([CH2:9][CH:10]([NH:12][C:13]2[N:18]=[C:17]([N:19]3[C:24]4=[N:25][C:26]([C:30]5[CH:35]=[CH:34][CH:33]=[CH:32][CH:31]=5)=[CH:27][C:28](=[O:29])[N:23]4[CH2:22][CH2:21][CH2:20]3)[CH:16]=[CH:15][N:14]=2)[CH3:11])[CH:6]=[CH:7][CH:8]=1.[CH3:36][C:37]([CH3:39])=O.[BH4-].[Na+], predict the reaction product. The product is: [CH:37]([NH:1][CH2:2][C:3]1[CH:4]=[C:5]([CH2:9][CH:10]([NH:12][C:13]2[N:18]=[C:17]([N:19]3[C:24]4=[N:25][C:26]([C:30]5[CH:31]=[CH:32][CH:33]=[CH:34][CH:35]=5)=[CH:27][C:28](=[O:29])[N:23]4[CH2:22][CH2:21][CH2:20]3)[CH:16]=[CH:15][N:14]=2)[CH3:11])[CH:6]=[CH:7][CH:8]=1)([CH3:39])[CH3:36]. (6) Given the reactants [CH3:1][O:2][C:3]1[C:8]([CH2:9][C:10]([CH3:13])([CH3:12])[CH3:11])=[CH:7][CH:6]=[CH:5][N:4]=1.[Br:14]N1C(=O)CCC1=O.O, predict the reaction product. The product is: [Br:14][C:6]1[CH:7]=[C:8]([CH2:9][C:10]([CH3:13])([CH3:12])[CH3:11])[C:3]([O:2][CH3:1])=[N:4][CH:5]=1.